This data is from Catalyst prediction with 721,799 reactions and 888 catalyst types from USPTO. The task is: Predict which catalyst facilitates the given reaction. (1) Reactant: Cl.[CH3:2][NH:3][CH2:4][CH2:5][CH2:6][C:7]([OH:9])=[O:8].[C:18](O[C:18]([O:20][C:21]([CH3:24])([CH3:23])[CH3:22])=[O:19])([O:20][C:21]([CH3:24])([CH3:23])[CH3:22])=[O:19].[CH2:25](N(CC)CC)C.C[Si](C=[N+]=[N-])(C)C. Product: [C:21]([O:20][C:18]([N:3]([CH3:2])[CH2:4][CH2:5][CH2:6][C:7]([O:9][CH3:25])=[O:8])=[O:19])([CH3:22])([CH3:23])[CH3:24]. The catalyst class is: 38. (2) Reactant: [CH3:1][O:2][C:3]1[CH:8]=[CH:7][C:6]([C:9](=O)[CH:10]([CH2:21][C:22]2[CH:27]=[CH:26][CH:25]=[CH:24][CH:23]=2)[C:11]([C:13]2[CH:18]=[CH:17][C:16]([O:19][CH3:20])=[CH:15][CH:14]=2)=O)=[CH:5][CH:4]=1.[Br:29][C:30]1[CH:35]=[CH:34][C:33]([NH:36][NH2:37])=[CH:32][CH:31]=1.Cl. Product: [Br:29][C:30]1[CH:35]=[CH:34][C:33]([N:36]2[C:9]([C:6]3[CH:5]=[CH:4][C:3]([O:2][CH3:1])=[CH:8][CH:7]=3)=[C:10]([CH2:21][C:22]3[CH:27]=[CH:26][CH:25]=[CH:24][CH:23]=3)[C:11]([C:13]3[CH:18]=[CH:17][C:16]([O:19][CH3:20])=[CH:15][CH:14]=3)=[N:37]2)=[CH:32][CH:31]=1. The catalyst class is: 8.